Dataset: Forward reaction prediction with 1.9M reactions from USPTO patents (1976-2016). Task: Predict the product of the given reaction. (1) Given the reactants [CH3:1][O:2][C:3]([C@:5]1([CH3:21])[C@H:7]([C:8]2[CH:13]=[CH:12][CH:11]=[CH:10][CH:9]=2)[C@H:6]1[C:14]1[CH:19]=[CH:18][C:17](Br)=[CH:16][CH:15]=1)=[O:4].Cl[C:23]1[N:28]=[CH:27][C:26]([F:29])=[CH:25][N:24]=1, predict the reaction product. The product is: [CH3:1][O:2][C:3]([C@:5]1([CH3:21])[C@H:7]([C:8]2[CH:13]=[CH:12][CH:11]=[CH:10][CH:9]=2)[C@H:6]1[C:14]1[CH:19]=[CH:18][C:17]([C:23]2[N:28]=[CH:27][C:26]([F:29])=[CH:25][N:24]=2)=[CH:16][CH:15]=1)=[O:4]. (2) Given the reactants Br[CH2:2][C:3]([O:5][CH2:6][CH3:7])=[O:4].[Cl:8][C:9]1[CH:14]=[CH:13][C:12]([OH:15])=[C:11]([N+:16]([O-:18])=[O:17])[CH:10]=1, predict the reaction product. The product is: [Cl:8][C:9]1[CH:14]=[CH:13][C:12]([O:15][CH2:2][C:3]([O:5][CH2:6][CH3:7])=[O:4])=[C:11]([N+:16]([O-:18])=[O:17])[CH:10]=1. (3) Given the reactants [N:1]1[CH:6]=[CH:5][CH:4]=[C:3]([C:7]2[N:12]=[CH:11][C:10]([C:13]([OH:15])=O)=[CH:9][N:8]=2)[CH:2]=1.CN(C(ON1N=NC2C=CC(=CC1=2)Cl)=[N+](C)C)C.F[P-](F)(F)(F)(F)F.CCN(C(C)C)C(C)C.[F:50][C:51]1[CH:52]=[C:53]2[C:57](=[CH:58][CH:59]=1)[N:56]([NH2:60])[C:55]([CH3:61])=[CH:54]2, predict the reaction product. The product is: [F:50][C:51]1[CH:52]=[C:53]2[C:57](=[CH:58][CH:59]=1)[N:56]([NH:60][C:13]([C:10]1[CH:11]=[N:12][C:7]([C:3]3[CH:2]=[N:1][CH:6]=[CH:5][CH:4]=3)=[N:8][CH:9]=1)=[O:15])[C:55]([CH3:61])=[CH:54]2. (4) Given the reactants C(NC(C)C)(C)C.[Li]CCCC.[C:13]1([C:19]#[C:20][C:21]2[CH:22]=[C:23]([CH2:27][C:28]([OH:30])=[O:29])[CH:24]=[CH:25][CH:26]=2)[CH:18]=[CH:17][CH:16]=[CH:15][CH:14]=1.[CH:31](=[O:38])[C:32]1[CH:37]=[CH:36][CH:35]=[CH:34][CH:33]=1, predict the reaction product. The product is: [OH:38][C@@H:31]([C:32]1[CH:37]=[CH:36][CH:35]=[CH:34][CH:33]=1)[C@H:27]([C:23]1[CH:24]=[CH:25][CH:26]=[C:21]([C:20]#[C:19][C:13]2[CH:14]=[CH:15][CH:16]=[CH:17][CH:18]=2)[CH:22]=1)[C:28]([OH:30])=[O:29]. (5) The product is: [C:26]([N:22]1[CH2:23][CH2:24][CH2:25][C@H:20]([NH:19][C:5]2[C:6]3[N:7]([CH:10]=[C:11]([C:13]4[CH:14]=[CH:15][CH:16]=[CH:17][CH:18]=4)[CH:12]=3)[N:8]=[CH:9][C:4]=2[C:1]([NH2:2])=[O:3])[CH2:21]1)(=[O:28])[CH3:33]. Given the reactants [C:1]([C:4]1[CH:9]=[N:8][N:7]2[CH:10]=[C:11]([C:13]3[CH:18]=[CH:17][CH:16]=[CH:15][CH:14]=3)[CH:12]=[C:6]2[C:5]=1[NH:19][C@H:20]1[CH2:25][CH2:24][CH2:23][N:22]([C:26]([O:28]C(C)(C)C)=O)[CH2:21]1)(=[O:3])[NH2:2].[C:33](OC(=O)C)(=O)C.CCN(C(C)C)C(C)C, predict the reaction product. (6) Given the reactants [C:1]([NH:4][C:5]1[CH:10]=[C:9]([C:11]#[C:12][C:13]2[C:18]([NH:19]C(=O)C(F)(F)F)=[C:17]([CH:26]([F:28])[F:27])[CH:16]=[CH:15][N:14]=2)[CH:8]=[CH:7][N:6]=1)(=[O:3])[CH3:2].Br[C:30]1[CH:31]=[CH:32][C:33]([O:36][CH3:37])=[N:34][CH:35]=1.C(O)(C(F)(F)F)=O.CCCCCCCCCCCCOS([O-])(=O)=O.[Na+], predict the reaction product. The product is: [F:28][CH:26]([F:27])[C:17]1[CH:16]=[CH:15][N:14]=[C:13]2[C:12]([C:30]3[CH:35]=[N:34][C:33]([O:36][CH3:37])=[CH:32][CH:31]=3)=[C:11]([C:9]3[CH:8]=[CH:7][N:6]=[C:5]([NH:4][C:1](=[O:3])[CH3:2])[CH:10]=3)[NH:19][C:18]=12. (7) Given the reactants CN(C(ON1N=NC2C=CC=NC1=2)=[N+](C)C)C.F[P-](F)(F)(F)(F)F.[F:25][C:26]1[CH:31]=[CH:30][C:29]([NH:32][C:33]2[C:34]3[CH:41]=[C:40]([C:42]([OH:44])=[O:43])[S:39][C:35]=3[N:36]=[CH:37][N:38]=2)=[C:28]([O:45][CH:46]2[CH2:51][CH2:50][O:49][CH2:48][CH2:47]2)[CH:27]=1.CCN(C(C)C)C(C)C.[CH3:61][N:62]([CH3:67])[CH2:63][CH2:64][CH2:65][NH2:66], predict the reaction product. The product is: [CH:42]([OH:44])=[O:43].[CH3:61][N:62]([CH3:67])[CH2:63][CH2:64][CH2:65][NH:66][C:42]([C:40]1[S:39][C:35]2[N:36]=[CH:37][N:38]=[C:33]([NH:32][C:29]3[CH:30]=[CH:31][C:26]([F:25])=[CH:27][C:28]=3[O:45][CH:46]3[CH2:47][CH2:48][O:49][CH2:50][CH2:51]3)[C:34]=2[CH:41]=1)=[O:43]. (8) Given the reactants COC(OC)[N:4]([CH3:6])C.[Cl:9][C:10]1[CH:15]=[CH:14][C:13]([S:16]([N:19]2[C:28]3[C:23](=[N:24][CH:25]=[CH:26][CH:27]=3)[C:22](=O)[CH2:21][CH:20]2[CH3:30])(=[O:18])=[O:17])=[CH:12][CH:11]=1.[NH2:31]N.CC(O)=O, predict the reaction product. The product is: [Cl:9][C:10]1[CH:15]=[CH:14][C:13]([S:16]([N:19]2[C:28]3[CH:27]=[CH:26][CH:25]=[N:24][C:23]=3[C:22]3=[N:31][NH:4][CH:6]=[C:21]3[CH:20]2[CH3:30])(=[O:18])=[O:17])=[CH:12][CH:11]=1.